Dataset: Peptide-MHC class II binding affinity with 134,281 pairs from IEDB. Task: Regression. Given a peptide amino acid sequence and an MHC pseudo amino acid sequence, predict their binding affinity value. This is MHC class II binding data. (1) The peptide sequence is TALTGAMRVTKDTND. The MHC is DRB3_0101 with pseudo-sequence DRB3_0101. The binding affinity (normalized) is 0. (2) The peptide sequence is YVVSSFDNIKVFLEG. The MHC is DRB5_0101 with pseudo-sequence DRB5_0101. The binding affinity (normalized) is 0.446.